From a dataset of Reaction yield outcomes from USPTO patents with 853,638 reactions. Predict the reaction yield, written as a fraction of the theoretical maximum amount of product (1.0 means a 100% yield; for example, 0.34 means a 34% yield). The reactants are [Cl:1][C:2]1[CH:3]=[CH:4][C:5]([S:9][CH2:10][C:11]2[CH:15]=[C:14]([N+:16]([O-:18])=[O:17])[NH:13][N:12]=2)=[C:6]([CH:8]=1)[NH2:7].[O:19]1[C:23]2[CH:24]=[CH:25][CH:26]=[CH:27][C:22]=2[CH:21]=[C:20]1[S:28](Cl)(=[O:30])=[O:29]. The catalyst is N1C=CC=CC=1. The product is [Cl:1][C:2]1[CH:3]=[CH:4][C:5]([S:9][CH2:10][C:11]2[CH:15]=[C:14]([N+:16]([O-:18])=[O:17])[NH:13][N:12]=2)=[C:6]([NH:7][S:28]([C:20]2[O:19][C:23]3[CH:24]=[CH:25][CH:26]=[CH:27][C:22]=3[CH:21]=2)(=[O:29])=[O:30])[CH:8]=1. The yield is 0.710.